Dataset: Reaction yield outcomes from USPTO patents with 853,638 reactions. Task: Predict the reaction yield, written as a fraction of the theoretical maximum amount of product (1.0 means a 100% yield; for example, 0.34 means a 34% yield). The reactants are C[O:2][C:3](=O)[C:4]1[CH:9]=[C:8]([Cl:10])[C:7]([O:11][CH3:12])=[CH:6][C:5]=1[O:13][CH2:14][CH:15]1[CH2:21][N:20]([CH2:22][C:23]2[CH:28]=[CH:27][C:26]([F:29])=[CH:25][CH:24]=2)[CH2:19][CH2:18][CH2:17][O:16]1.[CH3:31][NH2:32]. The catalyst is C(O)C. The product is [Cl:10][C:8]1[C:7]([O:11][CH3:12])=[CH:6][C:5]([O:13][CH2:14][CH:15]2[CH2:21][N:20]([CH2:22][C:23]3[CH:28]=[CH:27][C:26]([F:29])=[CH:25][CH:24]=3)[CH2:19][CH2:18][CH2:17][O:16]2)=[C:4]([CH:9]=1)[C:3]([NH:32][CH3:31])=[O:2]. The yield is 0.597.